Task: Predict the reactants needed to synthesize the given product.. Dataset: Full USPTO retrosynthesis dataset with 1.9M reactions from patents (1976-2016) (1) The reactants are: [CH3:1][C:2]1[S:3][CH:4]=[CH:5][N:6]=1.[O:7]1[C:11]2([CH2:16][CH2:15][C:14](=[O:17])[CH2:13][CH2:12]2)[O:10][CH2:9][CH2:8]1. Given the product [CH3:1][C:2]1[S:3][C:4]([C:14]2([OH:17])[CH2:15][CH2:16][C:11]3([O:10][CH2:9][CH2:8][O:7]3)[CH2:12][CH2:13]2)=[CH:5][N:6]=1, predict the reactants needed to synthesize it. (2) Given the product [N:1]1([CH2:6][C@@H:7]2[C@H:10]([NH:11][C:12](=[O:21])[O:13][CH2:14][C:15]3[CH:16]=[CH:17][CH:18]=[CH:19][CH:20]=3)[C:9](=[O:22])[NH:8]2)[CH:5]=[N:4][CH:3]=[N:2]1, predict the reactants needed to synthesize it. The reactants are: [N:1]1([CH2:6][C@@H:7]2[C@H:10]([NH:11][C:12](=[O:21])[O:13][CH2:14][C:15]3[CH:20]=[CH:19][CH:18]=[CH:17][CH:16]=3)[C:9](=[O:22])[N:8]2CC2C=CC(OC)=CC=2OC)[CH:5]=[N:4][CH:3]=[N:2]1.OP([O-])([O-])=O.[K+].[K+]. (3) Given the product [Cl:1][C:2]1[CH:9]=[C:8]([N:10]([C@H:11]([CH3:15])[CH:12]([CH3:14])[CH3:13])[CH3:17])[CH:7]=[CH:6][C:3]=1[C:4]#[N:5], predict the reactants needed to synthesize it. The reactants are: [Cl:1][C:2]1[CH:9]=[C:8]([NH:10][C@H:11]([CH3:15])[CH:12]([CH3:14])[CH3:13])[CH:7]=[CH:6][C:3]=1[C:4]#[N:5].I[CH3:17]. (4) Given the product [C:37]([N:40]1[CH2:45][CH2:44][N:43]([C:23]([C@@H:22]2[CH2:26][CH2:27][CH2:28][N:21]2[C:19]([C:13]2[S:12][C:11]3=[N:10][C@:9]([C:30]4[CH:31]=[CH:32][C:33]([Cl:36])=[CH:34][CH:35]=4)([CH3:29])[C@@H:8]([C:5]4[CH:4]=[CH:3][C:2]([Cl:1])=[CH:7][CH:6]=4)[N:15]3[C:14]=2[CH:16]([CH3:18])[CH3:17])=[O:20])=[O:24])[CH2:42][CH2:41]1)(=[O:39])[CH3:38], predict the reactants needed to synthesize it. The reactants are: [Cl:1][C:2]1[CH:7]=[CH:6][C:5]([C@H:8]2[N:15]3[C:11]([S:12][C:13]([C:19]([N:21]4[CH2:28][CH2:27][CH2:26][C@H:22]4[C:23](O)=[O:24])=[O:20])=[C:14]3[CH:16]([CH3:18])[CH3:17])=[N:10][C@:9]2([C:30]2[CH:35]=[CH:34][C:33]([Cl:36])=[CH:32][CH:31]=2)[CH3:29])=[CH:4][CH:3]=1.[C:37]([N:40]1[CH2:45][CH2:44][NH:43][CH2:42][CH2:41]1)(=[O:39])[CH3:38]. (5) Given the product [CH3:15][O:14][C:12]1[C:7]2[C:8](=[O:11])[O:9][CH2:10][C:6]=2[CH:5]=[C:4]([CH:3]=[CH2:2])[CH:13]=1, predict the reactants needed to synthesize it. The reactants are: O[CH2:2][CH2:3][C:4]1[CH:13]=[C:12]([O:14][CH3:15])[C:7]2[C:8](=[O:11])[O:9][CH2:10][C:6]=2[CH:5]=1.CS(Cl)(=O)=O.[Cl-].[NH4+].C1CCN2C(=NCCC2)CC1. (6) Given the product [Br:33][C:10]1[C:2]([Cl:1])=[N:3][C:4]([NH:11][C:12]2[CH:13]=[CH:14][C:15]([C:18]([N:20]3[CH2:21][CH2:22][O:23][CH2:24][CH2:25]3)=[O:19])=[CH:16][CH:17]=2)=[C:5]([CH:9]=1)[C:6]([NH2:8])=[O:7], predict the reactants needed to synthesize it. The reactants are: [Cl:1][C:2]1[CH:10]=[CH:9][C:5]([C:6]([NH2:8])=[O:7])=[C:4]([NH:11][C:12]2[CH:17]=[CH:16][C:15]([C:18]([N:20]3[CH2:25][CH2:24][O:23][CH2:22][CH2:21]3)=[O:19])=[CH:14][CH:13]=2)[N:3]=1.C1C(=O)N([Br:33])C(=O)C1.OS([O-])=O.[Na+].